From a dataset of Catalyst prediction with 721,799 reactions and 888 catalyst types from USPTO. Predict which catalyst facilitates the given reaction. (1) Reactant: C([O:8][N:9]1[C:14]2[N:15]=[CH:16][N:17]=[CH:18][C:13]=2[C:12]([NH:19][CH:20]2[C:29]3[C:24](=[CH:25][CH:26]=[CH:27][CH:28]=3)[CH2:23][CH2:22][CH2:21]2)=[CH:11][C:10]1=[O:30])C1C=CC=CC=1.[H][H]. Product: [OH:8][N:9]1[C:14]2[N:15]=[CH:16][N:17]=[CH:18][C:13]=2[C:12]([NH:19][CH:20]2[C:29]3[C:24](=[CH:25][CH:26]=[CH:27][CH:28]=3)[CH2:23][CH2:22][CH2:21]2)=[CH:11][C:10]1=[O:30]. The catalyst class is: 352. (2) Reactant: [F:1][C:2]1[CH:7]=[CH:6][C:5]([N:8]2[C:12]3([CH2:17][CH2:16][NH:15][CH2:14][CH2:13]3)[C:11](=[O:18])[N:10]([CH2:19][C:20]3[CH:32]=[CH:31][CH:30]=[CH:29][C:21]=3[C:22]([O:24][C:25]([CH3:28])([CH3:27])[CH3:26])=[O:23])[CH2:9]2)=[CH:4][CH:3]=1.[I-].[Na+].C(=O)([O-])[O-].[K+].[K+].Cl[CH2:42][CH2:43][CH2:44][N:45]1[C:53]2[C:48](=[CH:49][CH:50]=[CH:51][CH:52]=2)[C:47]([CH3:55])([CH3:54])[C:46]1=[O:56]. Product: [CH3:55][C:47]1([CH3:54])[C:48]2[C:53](=[CH:52][CH:51]=[CH:50][CH:49]=2)[N:45]([CH2:44][CH2:43][CH2:42][N:15]2[CH2:14][CH2:13][C:12]3([N:8]([C:5]4[CH:6]=[CH:7][C:2]([F:1])=[CH:3][CH:4]=4)[CH2:9][N:10]([CH2:19][C:20]4[CH:32]=[CH:31][CH:30]=[CH:29][C:21]=4[C:22]([O:24][C:25]([CH3:28])([CH3:26])[CH3:27])=[O:23])[C:11]3=[O:18])[CH2:17][CH2:16]2)[C:46]1=[O:56]. The catalyst class is: 131.